This data is from Catalyst prediction with 721,799 reactions and 888 catalyst types from USPTO. The task is: Predict which catalyst facilitates the given reaction. (1) Reactant: [F:1][C:2]([F:10])([F:9])[CH2:3][CH:4]([OH:8])[CH2:5][NH:6][CH3:7].Br[CH2:12][C:13]1[C:14]([Cl:21])=[N:15][C:16]([Cl:20])=[CH:17][C:18]=1[CH3:19]. Product: [Cl:21][C:14]1[C:13]([CH2:12][N:6]([CH3:7])[CH2:5][CH:4]([OH:8])[CH2:3][C:2]([F:10])([F:9])[F:1])=[C:18]([CH3:19])[CH:17]=[C:16]([Cl:20])[N:15]=1. The catalyst class is: 23. (2) Reactant: [C:1]([O:5][C:6]([C@:8]1([NH:22][C:23]([O:25][C:26]([CH3:29])([CH3:28])[CH3:27])=[O:24])[CH2:13][C@@H:12](Br)[C@@H:11]2[C@H:9]1[C@H:10]2[C:15]([O:17][C:18]([CH3:21])([CH3:20])[CH3:19])=[O:16])=[O:7])([CH3:4])([CH3:3])[CH3:2].[NH:30]1[CH:34]=[N:33][C:32]([SH:35])=[N:31]1.C(=O)([O-])[O-].[K+].[K+]. Product: [C:1]([O:5][C:6]([C@:8]1([NH:22][C:23]([O:25][C:26]([CH3:29])([CH3:28])[CH3:27])=[O:24])[CH2:13][C@H:12]([S:35][C:32]2[N:33]=[CH:34][NH:30][N:31]=2)[C@@H:11]2[C@H:9]1[C@H:10]2[C:15]([O:17][C:18]([CH3:21])([CH3:20])[CH3:19])=[O:16])=[O:7])([CH3:4])([CH3:3])[CH3:2]. The catalyst class is: 42. (3) Reactant: O=[C:2]([NH:9][CH2:10][CH2:11][CH2:12][C:13]1[CH:18]=[CH:17][CH:16]=[C:15]([O:19][CH2:20][C:21]2[CH:26]=[CH:25][CH:24]=[CH:23][CH:22]=2)[CH:14]=1)[CH2:3][CH2:4][C:5]([O:7][CH3:8])=[O:6].P(Cl)(Cl)(Cl)=O.[BH4-].[Na+].O. Product: [C:21]1([CH2:20][O:19][C:15]2[CH:16]=[CH:17][C:18]3[CH:2]([CH2:3][CH2:4][C:5]([O:7][CH3:8])=[O:6])[NH:9][CH2:10][CH2:11][CH2:12][C:13]=3[CH:14]=2)[CH:26]=[CH:25][CH:24]=[CH:23][CH:22]=1. The catalyst class is: 23. (4) Reactant: CC1(C)C2C(=C(P(C3C=CC=CC=3)C3C=CC=CC=3)C=CC=2)OC2C(P(C3C=CC=CC=3)C3C=CC=CC=3)=CC=CC1=2.[C:43]([O:47][C:48](=[O:58])[NH:49][CH2:50][C:51]1[CH:56]=[CH:55][C:54]([NH2:57])=[CH:53][CH:52]=1)([CH3:46])([CH3:45])[CH3:44].S([O-])([O-])(=O)=O.[K+].[K+].Br[C:67]1[CH:74]=[CH:73][CH:72]=[CH:71][C:68]=1[C:69]#[N:70]. Product: [C:43]([O:47][C:48](=[O:58])[NH:49][CH2:50][C:51]1[CH:52]=[CH:53][C:54]([NH:57][C:67]2[CH:74]=[CH:73][CH:72]=[CH:71][C:68]=2[C:69]#[N:70])=[CH:55][CH:56]=1)([CH3:46])([CH3:44])[CH3:45]. The catalyst class is: 101. (5) Reactant: [Cl:1][C:2]1[C:7]([CH2:8]O)=[CH:6][CH:5]=[CH:4][N:3]=1.S(Cl)([Cl:12])=O. Product: [Cl:1][C:2]1[C:7]([CH2:8][Cl:12])=[CH:6][CH:5]=[CH:4][N:3]=1. The catalyst class is: 794. (6) Reactant: [CH2:1]([N:8]1[C:16]([C:17]2[CH:32]=[CH:31][C:20]([O:21][C:22]3[CH:23]=[C:24]([CH:28]=[CH:29][CH:30]=3)[C:25]([OH:27])=O)=[CH:19][CH:18]=2)=[C:15]2[C:10]([C:11]([C:33]([F:36])([F:35])[F:34])=[CH:12][CH:13]=[CH:14]2)=[N:9]1)[C:2]1[CH:7]=[CH:6][CH:5]=[CH:4][CH:3]=1.Cl.CN(C)CCCN=C=NCC.Cl.[CH3:50][O:51][NH:52][CH3:53].C(N(CC)CC)C. Product: [CH2:1]([N:8]1[C:16]([C:17]2[CH:32]=[CH:31][C:20]([O:21][C:22]3[CH:23]=[C:24]([CH:28]=[CH:29][CH:30]=3)[C:25]([N:52]([O:51][CH3:50])[CH3:53])=[O:27])=[CH:19][CH:18]=2)=[C:15]2[C:10]([C:11]([C:33]([F:35])([F:34])[F:36])=[CH:12][CH:13]=[CH:14]2)=[N:9]1)[C:2]1[CH:7]=[CH:6][CH:5]=[CH:4][CH:3]=1. The catalyst class is: 2. (7) Reactant: [N:1]1[CH:6]=[CH:5][C:4]([C:7]2[N:11]=[C:10]([CH2:12][NH2:13])[O:9][N:8]=2)=[CH:3][CH:2]=1.C(N(CC)CC)C.[S:21]1[CH:25]=[CH:24][CH:23]=[C:22]1[C:26](Cl)=[O:27]. Product: [N:1]1[CH:2]=[CH:3][C:4]([C:7]2[N:11]=[C:10]([CH2:12][NH:13][C:26]([C:22]3[S:21][CH:25]=[CH:24][CH:23]=3)=[O:27])[O:9][N:8]=2)=[CH:5][CH:6]=1. The catalyst class is: 2.